This data is from Experimentally validated miRNA-target interactions with 360,000+ pairs, plus equal number of negative samples. The task is: Binary Classification. Given a miRNA mature sequence and a target amino acid sequence, predict their likelihood of interaction. (1) The miRNA is hsa-miR-616-3p with sequence AGUCAUUGGAGGGUUUGAGCAG. The protein sequence of the target gene is MPRVHNIKKSLTPHISCVTNESDNLLDFLPDRLRAKLLPFQKDGIIFALKRNGRCMVADEMGLGKTIQAIGITYFYKEEWPLLIVVPSSLRYPWTEEIEKWIPELSPEEINVIQNKTDVRRMSTSKVTVLGYGLLTADAKTLIDALNNQNFKVVIVDESHYMKSRNATRSRILLPIVQKARRAILLTGTPALGRPEELFMQIEALFPQKFGRWTDYAKRYCNAHIRYFGKRPQWDCRGASNLNELHQLLSDIMIRRLKTEVLTQLPPKVRQRIPFDLPSAAAKELNTSFEEWEKIMRTPN.... Result: 0 (no interaction). (2) The miRNA is rno-miR-322-5p with sequence CAGCAGCAAUUCAUGUUUUGGA. The protein sequence of the target gene is MAETSALPTGFGELEVLAVGMVLLVEALSGLSLNTLTIFSFCKTPELRTPCHLLVLSLALADSGISLNALVAATSSLLRRWPYGSDGCQAHGFQGFVTALASICSSAAIAWGRYHHYCTRSQLAWNSAVSLVLFVWLSSAFWAALPLLGWGHYDYEPLGTCCTLDYSKGDRNFTSFLFTMSFFNFAMPLFITITSYSLMEQKLGKSGHLQVNTTLPARTLLLGWGPYAILYLYAVIADVTSISPKLQMVPALIAKMVPTINAINYALGNEMVCRGIWQCLSPQKREKDRTK. Result: 0 (no interaction).